The task is: Predict the product of the given reaction.. This data is from Forward reaction prediction with 1.9M reactions from USPTO patents (1976-2016). (1) Given the reactants C1(C)C=CC=CC=1OC1C=CC=CC=1[C@]([C@@H]1CCCN([C:28]([C@@H:30]2[CH2:34][C@@H:33]([OH:35])[C@H:32](N)[CH2:31]2)=[O:29])C1)(O)CCCCOC.[CH2:38]=O.[OH-].[K+].[BH3-][C:43]#[N:44].[Na+], predict the reaction product. The product is: [CH3:38][N:44]([CH3:43])[C@H:32]1[C@H:33]([OH:35])[CH2:34][C@@H:30]([CH:28]=[O:29])[CH2:31]1. (2) Given the reactants [NH2:1][CH2:2][CH2:3][O:4][C:5]1[C:10]([O:11][CH2:12][CH3:13])=[CH:9][C:8]([CH:14]2[C:23]3[C:22](=[O:24])[CH2:21][CH:20]([CH2:25][CH2:26][CH3:27])[CH2:19][C:18]=3[NH:17][C:16]([CH3:28])=[C:15]2[C:29]#[N:30])=[CH:7][C:6]=1[Br:31].C(N(CC)CC)C.[CH3:39][S:40](Cl)(=[O:42])=[O:41], predict the reaction product. The product is: [Br:31][C:6]1[CH:7]=[C:8]([CH:14]2[C:23]3[C:22](=[O:24])[CH2:21][CH:20]([CH2:25][CH2:26][CH3:27])[CH2:19][C:18]=3[NH:17][C:16]([CH3:28])=[C:15]2[C:29]#[N:30])[CH:9]=[C:10]([O:11][CH2:12][CH3:13])[C:5]=1[O:4][CH2:3][CH2:2][NH:1][S:40]([CH3:39])(=[O:42])=[O:41]. (3) Given the reactants Br[CH2:2][CH2:3][CH:4]([C:9]1[S:10][C:11]2[CH:18]=[C:17]([C:19]([F:22])([F:21])[F:20])[CH:16]=[CH:15][C:12]=2[C:13]=1[CH3:14])[CH2:5][CH2:6][CH2:7][CH3:8].[OH:23][C:24]1[CH:29]=[CH:28][C:27]([CH2:30][CH2:31][C:32]([O:34][CH2:35][CH3:36])=[O:33])=[CH:26][CH:25]=1.C(=O)([O-])[O-].[Cs+].[Cs+], predict the reaction product. The product is: [CH3:14][C:13]1[C:12]2[CH:15]=[CH:16][C:17]([C:19]([F:22])([F:21])[F:20])=[CH:18][C:11]=2[S:10][C:9]=1[CH:4]([CH2:5][CH2:6][CH2:7][CH3:8])[CH2:3][CH2:2][O:23][C:24]1[CH:25]=[CH:26][C:27]([CH2:30][CH2:31][C:32]([O:34][CH2:35][CH3:36])=[O:33])=[CH:28][CH:29]=1. (4) Given the reactants [C:1](=O)([O-])[O-].[Cs+].[Cs+].[F:7][C:8]1[CH:13]=[CH:12][C:11]([S:14][C:15]2[C:16]([CH3:31])=[N:17][N:18]([CH2:21][CH2:22][NH:23][C:24](=[O:30])[O:25][C:26]([CH3:29])([CH3:28])[CH3:27])[C:19]=2[OH:20])=[CH:10][CH:9]=1.CI.O, predict the reaction product. The product is: [F:7][C:8]1[CH:13]=[CH:12][C:11]([S:14][C:15]2[C:16]([CH3:31])=[N:17][N:18]([CH2:21][CH2:22][NH:23][C:24](=[O:30])[O:25][C:26]([CH3:27])([CH3:28])[CH3:29])[C:19]=2[O:20][CH3:1])=[CH:10][CH:9]=1. (5) Given the reactants CN1CCCC1=O.O.S(=O)(=O)(O)O.[NH2:14][C:15]1[CH:25]=[C:24]([CH:26]2OCC[O:27]2)[C:23]([CH2:31][CH3:32])=[CH:22][C:16]=1[C:17]([O:19][CH2:20][CH3:21])=[O:18], predict the reaction product. The product is: [NH2:14][C:15]1[CH:25]=[C:24]([CH:26]=[O:27])[C:23]([CH2:31][CH3:32])=[CH:22][C:16]=1[C:17]([O:19][CH2:20][CH3:21])=[O:18]. (6) Given the reactants [C:1]([C:3]1[S:4][CH:5]=[C:6]([CH2:8][C:9]([O:11][CH2:12]C)=[O:10])[N:7]=1)#[N:2].C[O-].[Na+].[Cl-:17].[NH4+:18], predict the reaction product. The product is: [ClH:17].[C:1]([C:3]1[S:4][CH:5]=[C:6]([CH2:8][C:9]([O:11][CH3:12])=[O:10])[N:7]=1)(=[NH:2])[NH2:18]. (7) Given the reactants Cl[CH2:2][CH2:3][C:4]1[N:13]=[C:12]2[C:7]([CH2:8][CH2:9][CH2:10][NH:11]2)=[CH:6][CH:5]=1.[C-:14]#[N:15].[Na+], predict the reaction product. The product is: [N:13]1[C:12]2[NH:11][CH2:10][CH2:9][CH2:8][C:7]=2[CH:6]=[CH:5][C:4]=1[CH2:3][CH2:2][C:14]#[N:15].